Dataset: Catalyst prediction with 721,799 reactions and 888 catalyst types from USPTO. Task: Predict which catalyst facilitates the given reaction. (1) Reactant: [N:1]([CH2:4][CH2:5][C:6]1[N:11]=[C:10]([NH:12][C:13](=[O:19])[O:14][C:15]([CH3:18])([CH3:17])[CH3:16])[CH:9]=[CH:8][CH:7]=1)=[N+]=[N-].[H][H]. Product: [NH2:1][CH2:4][CH2:5][C:6]1[N:11]=[C:10]([NH:12][C:13](=[O:19])[O:14][C:15]([CH3:17])([CH3:16])[CH3:18])[CH:9]=[CH:8][CH:7]=1. The catalyst class is: 19. (2) Reactant: [F:1][C:2]([F:43])([F:42])[C:3]1[CH:4]=[C:5]([CH:39]=[CH:40][CH:41]=1)[CH2:6][NH:7][C:8]([C:10]1[CH:15]=[CH:14][N:13]=[C:12]([C:16]2[CH:21]=[CH:20][CH:19]=[CH:18][C:17]=2[NH:22][C:23]([C:25]2[CH:26]=[C:27]([CH:36]=[CH:37][CH:38]=2)[CH2:28][S:29][CH2:30][CH2:31][C:32]([O:34]C)=[O:33])=[O:24])[CH:11]=1)=[O:9].[Li+].[OH-]. Product: [F:43][C:2]([F:1])([F:42])[C:3]1[CH:4]=[C:5]([CH:39]=[CH:40][CH:41]=1)[CH2:6][NH:7][C:8]([C:10]1[CH:15]=[CH:14][N:13]=[C:12]([C:16]2[CH:21]=[CH:20][CH:19]=[CH:18][C:17]=2[NH:22][C:23]([C:25]2[CH:26]=[C:27]([CH:36]=[CH:37][CH:38]=2)[CH2:28][S:29][CH2:30][CH2:31][C:32]([OH:34])=[O:33])=[O:24])[CH:11]=1)=[O:9]. The catalyst class is: 30.